This data is from Peptide-MHC class I binding affinity with 185,985 pairs from IEDB/IMGT. The task is: Regression. Given a peptide amino acid sequence and an MHC pseudo amino acid sequence, predict their binding affinity value. This is MHC class I binding data. (1) The peptide sequence is ILALFLAHYI. The MHC is HLA-A02:17 with pseudo-sequence HLA-A02:17. The binding affinity (normalized) is 0.484. (2) The peptide sequence is HTAAPWGSY. The MHC is HLA-A25:01 with pseudo-sequence HLA-A25:01. The binding affinity (normalized) is 0.872. (3) The MHC is HLA-B45:01 with pseudo-sequence HLA-B45:01. The peptide sequence is KTDAATLAQ. The binding affinity (normalized) is 0. (4) The peptide sequence is FIILSTGKY. The MHC is HLA-B18:01 with pseudo-sequence HLA-B18:01. The binding affinity (normalized) is 0.0847. (5) The peptide sequence is KLYVNGKAY. The MHC is HLA-B15:17 with pseudo-sequence HLA-B15:17. The binding affinity (normalized) is 0.905. (6) The peptide sequence is HLYSHPIIL. The MHC is HLA-A02:01 with pseudo-sequence HLA-A02:01. The binding affinity (normalized) is 0.441. (7) The peptide sequence is LVTFLLLCGR. The MHC is HLA-A31:01 with pseudo-sequence HLA-A31:01. The binding affinity (normalized) is 0.288.